This data is from Peptide-MHC class I binding affinity with 185,985 pairs from IEDB/IMGT. The task is: Regression. Given a peptide amino acid sequence and an MHC pseudo amino acid sequence, predict their binding affinity value. This is MHC class I binding data. (1) The peptide sequence is YTNPQFNVY. The MHC is SLA-20401 with pseudo-sequence SLA-20401. The binding affinity (normalized) is 0.265. (2) The peptide sequence is RVFGLLLLGL. The MHC is HLA-A02:01 with pseudo-sequence HLA-A02:01. The binding affinity (normalized) is 0.457. (3) The peptide sequence is YSIPATLLV. The MHC is HLA-A02:06 with pseudo-sequence HLA-A02:06. The binding affinity (normalized) is 0.785. (4) The peptide sequence is YQRRRRFAI. The MHC is HLA-A01:01 with pseudo-sequence HLA-A01:01. The binding affinity (normalized) is 0.0847. (5) The peptide sequence is IKRGLRTLIL. The MHC is HLA-B08:01 with pseudo-sequence HLA-B08:01. The binding affinity (normalized) is 0.146. (6) The peptide sequence is FRKAQIQGL. The MHC is HLA-B53:01 with pseudo-sequence HLA-B53:01. The binding affinity (normalized) is 0. (7) The peptide sequence is EVDEGSDMM. The MHC is HLA-B44:02 with pseudo-sequence HLA-B44:02. The binding affinity (normalized) is 0.0847.